From a dataset of Catalyst prediction with 721,799 reactions and 888 catalyst types from USPTO. Predict which catalyst facilitates the given reaction. (1) Reactant: [CH2:1]([O:3][C:4]([C:6]1[CH:7]=[N:8][C:9]2[C:14]([C:15]=1O)=[CH:13][CH:12]=[CH:11][C:10]=2[C:17]([F:20])([F:19])[F:18])=[O:5])[CH3:2].C1(C)C=CC=CC=1.O=P(Cl)(Cl)[Cl:30].C([O-])(O)=O.[Na+]. Product: [CH2:1]([O:3][C:4]([C:6]1[CH:7]=[N:8][C:9]2[C:14]([C:15]=1[Cl:30])=[CH:13][CH:12]=[CH:11][C:10]=2[C:17]([F:20])([F:19])[F:18])=[O:5])[CH3:2]. The catalyst class is: 13. (2) Reactant: [K+].[Br-].[CH3:3][C:4]1O[CH:7]=[C:6](/[CH:9]=[C:10](/[C@H:12]2[O:29][C:27](=[O:28])[CH2:26][C@H:25]([OH:30])[C:24](C)([CH3:31])[C:22](=[O:23])[C@H:21]([CH3:33])[C@@H:20]([OH:34])[C@@H:19]([CH3:35])[CH2:18][CH2:17][CH2:16][C:15](C)=[CH:14][CH2:13]2)\[CH3:11])[N:5]=1.CC1OC=C(/C=C(/[C@H]2OC(=O)C[C@H](O)C(C)(C)C(=O)[C@H](C)[C@@H](O)[C@@H](C)CCC[C@@]3(C)O[C@H]3C2)\C)N=1.CC1OC=C(/C=C(/[C@H]2OC(=O)C[C@H](O)C(C)(C)C(=O)[C@H](C)[C@@H](O)[C@@H](C)CCC[C@H]3O[C@H]3C2)\C)N=1.CC1[S:111]C=C(/C=C(/[C@H]2OC(=O)C[C@H](O)C(C)(C)C(=O)C[C@@H](O)[C@@H](C)CCCC=CC2)\C)N=1.CC1SC=C(/C=C/[C@H]2OC(=O)C[C@H](O)C(C)(C)C(=O)[C@H](C)[C@@H](O)[C@@H](C)CCCC=CC2)N=1.CC1SC=C(/C=C(/[C@H]2OC(=O)C[C@H](O)[C@@H](C)C(=O)[C@H](C)[C@@H](O)[C@@H](C)CCCC(C)=CC2)\C)N=1. Product: [CH3:3][C:4]1[S:111][CH:7]=[C:6](/[CH:9]=[C:10](/[C@H:12]2[O:29][C:27](=[O:28])[CH2:26][C@H:25]([OH:30])[C@@H:24]([CH3:31])[C:22](=[O:23])[C@H:21]([CH3:33])[C@@H:20]([OH:34])[C@@H:19]([CH3:35])[CH2:18][CH2:17][CH2:16][CH:15]=[CH:14][CH2:13]2)\[CH3:11])[N:5]=1. The catalyst class is: 5. (3) The catalyst class is: 32. Product: [C:12]([OH:23])(=[O:1])[CH2:11][CH2:10][CH2:9][CH2:8][CH2:7][CH2:6][CH2:5][CH2:4][C:3]([OH:22])=[O:21]. Reactant: [OH-:1].[Na+].[C:3]([OH:22])(=[O:21])[CH2:4][CH2:5][CH2:6][CH2:7][CH2:8][CH2:9][CH2:10][CH2:11][CH2:12]CCCCCCCC.[OH2:23].